This data is from Reaction yield outcomes from USPTO patents with 853,638 reactions. The task is: Predict the reaction yield, written as a fraction of the theoretical maximum amount of product (1.0 means a 100% yield; for example, 0.34 means a 34% yield). (1) The reactants are CC(C)(C)[C@H](NC1C=CC=C(C(F)(F)F)C=1)C([N:6]1[CH2:11][C@H:10]2[C@H:8]([C:9]2([CH3:13])[CH3:12])[C@H:7]1[C:14]([O:16]C)=[O:15])=O.[OH-].[Na+]. The catalyst is C1COCC1. The product is [CH3:12][C:9]1([CH3:13])[CH:8]2[CH:10]1[CH2:11][NH:6][CH:7]2[C:14]([OH:16])=[O:15]. The yield is 0.950. (2) The reactants are [CH3:1][O:2][C:3]1[CH:4]=[C:5]([CH:10]=[CH:11][C:12]=1[O:13][CH2:14][C:15]([O:18][CH3:19])([CH3:17])[CH3:16])[C:6]([O:8]C)=[O:7].[OH-].[Na+]. The catalyst is O1CCOCC1. The product is [CH3:1][O:2][C:3]1[CH:4]=[C:5]([CH:10]=[CH:11][C:12]=1[O:13][CH2:14][C:15]([O:18][CH3:19])([CH3:16])[CH3:17])[C:6]([OH:8])=[O:7]. The yield is 0.770.